Dataset: Full USPTO retrosynthesis dataset with 1.9M reactions from patents (1976-2016). Task: Predict the reactants needed to synthesize the given product. (1) Given the product [CH3:31][O:19][C:18]([C:17]1[N:8]([CH2:1][C:2]2[CH:3]=[CH:4][CH:5]=[CH:6][CH:7]=2)[C:9](=[O:28])[C:10]2[C:15]([C:16]=1[C:21]1[CH:22]=[CH:23][CH:24]=[CH:25][CH:26]=1)=[CH:14][C:13]([F:27])=[CH:12][CH:11]=2)=[O:20], predict the reactants needed to synthesize it. The reactants are: [CH2:1]([N:8]1[C:17]([C:18]([OH:20])=[O:19])=[C:16]([C:21]2[CH:26]=[CH:25][CH:24]=[CH:23][CH:22]=2)[C:15]2[C:10](=[CH:11][CH:12]=[C:13]([F:27])[CH:14]=2)[C:9]1=[O:28])[C:2]1[CH:7]=[CH:6][CH:5]=[CH:4][CH:3]=1.CI.[C:31](=O)([O-])[O-].[K+].[K+].O. (2) Given the product [OH:5][C:6]1[CH:7]=[C:8]2[C:34](=[CH:35][C:36]=1[CH3:37])[O:33][C:11]1([CH2:20][C:19]([CH3:22])([CH3:21])[C:18]3[C:13](=[CH:14][C:15]([CH3:32])=[C:16]([O:23][CH2:24][CH2:25][CH2:26][N:45]4[C:41]([CH3:40])=[CH:42][C:43]([CH2:46][OH:47])=[N:44]4)[CH:17]=3)[O:12]1)[CH2:10][C:9]2([CH3:38])[CH3:39], predict the reactants needed to synthesize it. The reactants are: CS([O:5][C:6]1[CH:7]=[C:8]2[C:34](=[CH:35][C:36]=1[CH3:37])[O:33][C:11]1([CH2:20][C:19]([CH3:22])([CH3:21])[C:18]3[C:13](=[CH:14][C:15]([CH3:32])=[C:16]([O:23][CH2:24][CH2:25][CH2:26]OS(C)(=O)=O)[CH:17]=3)[O:12]1)[CH2:10][C:9]2([CH3:39])[CH3:38])(=O)=O.[CH3:40][C:41]1[NH:45][N:44]=[C:43]([CH2:46][OH:47])[CH:42]=1.[H-].[Na+].[OH-].[Na+].Cl. (3) Given the product [Br:24][CH2:25][C:26]([NH:14][C:13]1[N:9]([C:6]2[CH:5]=[CH:4][C:3]([O:2][CH3:1])=[CH:8][CH:7]=2)[N:10]=[CH:11][CH:12]=1)=[O:27], predict the reactants needed to synthesize it. The reactants are: [CH3:1][O:2][C:3]1[CH:8]=[CH:7][C:6]([N:9]2[C:13]([NH2:14])=[CH:12][CH:11]=[N:10]2)=[CH:5][CH:4]=1.CCN(C(C)C)C(C)C.[Br:24][CH2:25][C:26](Br)=[O:27]. (4) Given the product [C:1]([C:3]1[CH:11]=[C:10]([O:12][CH3:13])[CH:9]=[CH:8][C:4]=1[C:5]([NH:21][CH:17]([CH2:18][CH2:19][CH3:20])[CH2:16][CH2:15][CH3:14])=[O:7])#[N:2], predict the reactants needed to synthesize it. The reactants are: [C:1]([C:3]1[CH:11]=[C:10]([O:12][CH3:13])[CH:9]=[CH:8][C:4]=1[C:5]([OH:7])=O)#[N:2].[CH3:14][CH2:15][CH2:16][CH:17]([NH2:21])[CH2:18][CH2:19][CH3:20]. (5) Given the product [CH:4]([C:3]1[N:7]=[C:10]([C:9]([Cl:20])([Cl:19])[Cl:8])[O:1][N:2]=1)([CH3:6])[CH3:5], predict the reactants needed to synthesize it. The reactants are: [OH:1]/[N:2]=[C:3](/[NH2:7])\[CH:4]([CH3:6])[CH3:5].[Cl:8][C:9]([Cl:20])([Cl:19])[C:10](O[C:10](=O)[C:9]([Cl:20])([Cl:19])[Cl:8])=O. (6) Given the product [C:6]([O:10][C:11](=[O:21])[NH:12][C:13]1[CH:14]=[N:15][C:16]([Cl:20])=[C:17]([F:19])[C:18]=1[I:30])([CH3:9])([CH3:7])[CH3:8], predict the reactants needed to synthesize it. The reactants are: [Li]CCCC.[C:6]([O:10][C:11](=[O:21])[NH:12][C:13]1[CH:14]=[N:15][C:16]([Cl:20])=[C:17]([F:19])[CH:18]=1)([CH3:9])([CH3:8])[CH3:7].CN(C)CCN(C)C.[I:30]I.Cl. (7) Given the product [CH3:1][C:2]([CH3:19])([CH2:17][CH3:18])[C@@H:3]([O:16][C:21]([NH:20][C@@H:23]([CH2:28][CH2:29][CH2:30][CH3:31])[C:24]([O:26][CH3:27])=[O:25])=[O:22])[CH2:4][C:5]1[O:6][C:7]([C:10]2[CH:15]=[CH:14][CH:13]=[CH:12][CH:11]=2)=[N:8][N:9]=1, predict the reactants needed to synthesize it. The reactants are: [CH3:1][C:2]([CH3:19])([CH2:17][CH3:18])[C@@H:3]([OH:16])[CH2:4][C:5]1[O:6][C:7]([C:10]2[CH:15]=[CH:14][CH:13]=[CH:12][CH:11]=2)=[N:8][N:9]=1.[N:20]([C@@H:23]([CH2:28][CH2:29][CH2:30][CH3:31])[C:24]([O:26][CH3:27])=[O:25])=[C:21]=[O:22].